This data is from Catalyst prediction with 721,799 reactions and 888 catalyst types from USPTO. The task is: Predict which catalyst facilitates the given reaction. (1) Reactant: O=P12OP3(OP(OP(O3)(O1)=O)(=O)O2)=O.[CH3:15][CH:16]([CH2:20][C:21]1[N:22]([C:26]2[CH:31]=[CH:30][CH:29]=[CH:28][CH:27]=2)[CH:23]=[CH:24][CH:25]=1)[C:17]([OH:19])=O. Product: [CH3:15][CH:16]1[CH2:20][C:21]2[N:22]([C:26]3[CH:31]=[CH:30][CH:29]=[CH:28][CH:27]=3)[CH:23]=[CH:24][C:25]=2[C:17]1=[O:19]. The catalyst class is: 26. (2) Reactant: [O:1]=[C:2]1[CH:6]=[CH:5][C:4](=[O:7])[N:3]1[CH2:8][CH2:9][CH2:10][CH2:11][CH2:12][CH2:13][CH2:14][CH2:15][CH2:16][CH2:17][C:18]([OH:20])=O.S(Cl)([Cl:23])=O. Product: [O:1]=[C:2]1[CH:6]=[CH:5][C:4](=[O:7])[N:3]1[CH2:8][CH2:9][CH2:10][CH2:11][CH2:12][CH2:13][CH2:14][CH2:15][CH2:16][CH2:17][C:18]([Cl:23])=[O:20]. The catalyst class is: 11. (3) Product: [Br:30][C:15]1[C:16](=[O:29])[N:17]([C:21]2[C:22]([F:28])=[CH:23][CH:24]=[CH:25][C:26]=2[F:27])[C:18]([CH3:20])=[CH:19][C:14]=1[O:13][CH2:12][C:11]1[CH:31]=[CH:32][C:33]([F:35])=[CH:34][C:10]=1[CH2:9][NH:8][C:48]([NH2:47])=[O:49]. The catalyst class is: 1. Reactant: FC(F)(F)C(O)=O.[NH2:8][CH2:9][C:10]1[CH:34]=[C:33]([F:35])[CH:32]=[CH:31][C:11]=1[CH2:12][O:13][C:14]1[CH:19]=[C:18]([CH3:20])[N:17]([C:21]2[C:26]([F:27])=[CH:25][CH:24]=[CH:23][C:22]=2[F:28])[C:16](=[O:29])[C:15]=1[Br:30].C(N(CC)CC)C.C[Si]([N:47]=[C:48]=[O:49])(C)C. (4) Reactant: [CH3:1][N:2]([C:30]1[CH:35]=[CH:34][C:33]([F:36])=[CH:32][CH:31]=1)[C:3]([C:5]1[C:10]([N:11]([S:15]([C:18]2[CH:23]=[CH:22][C:21]([Cl:24])=[C:20]([C:25]([F:28])([F:27])[F:26])[CH:19]=2)(=[O:17])=[O:16])COC)=[CH:9][C:8]([Cl:29])=[CH:7][N:6]=1)=[O:4].Cl. The catalyst class is: 127. Product: [CH3:1][N:2]([C:30]1[CH:35]=[CH:34][C:33]([F:36])=[CH:32][CH:31]=1)[C:3]([C:5]1[C:10]([NH:11][S:15]([C:18]2[CH:23]=[CH:22][C:21]([Cl:24])=[C:20]([C:25]([F:28])([F:26])[F:27])[CH:19]=2)(=[O:17])=[O:16])=[CH:9][C:8]([Cl:29])=[CH:7][N:6]=1)=[O:4]. (5) Product: [CH3:11][O:9][C:8]([C:4]1[S:3][C:2]([CH2:1][CH:25]([C:24]2[C:20]([CH2:16][CH2:17][CH2:18][CH3:19])=[N:21][O:22][C:23]=2[CH3:27])[OH:26])=[N:6][C:5]=1[CH3:7])=[O:10]. The catalyst class is: 134. Reactant: [CH3:1][C:2]1[S:3][C:4]([C:8]([OH:10])=[O:9])=[C:5]([CH3:7])[N:6]=1.[CH2:11]([Li])CCC.[CH2:16]([C:20]1[C:24]([CH:25]=[O:26])=[C:23]([CH3:27])[O:22][N:21]=1)[CH2:17][CH2:18][CH3:19]. (6) Product: [CH2:20]([O:22][C:23](=[O:30])[C@@H:24]1[CH2:28][CH2:27][C@H:26]([CH3:29])[N:25]1[C:10](=[O:11])[CH2:9][CH2:8][CH2:7][C:1]1[CH:6]=[CH:5][CH:4]=[CH:3][CH:2]=1)[CH3:21]. The catalyst class is: 4. Reactant: [C:1]1([CH2:7][CH2:8][CH2:9][C:10](Cl)=[O:11])[CH:6]=[CH:5][CH:4]=[CH:3][CH:2]=1.FC(F)(F)C(O)=O.[CH2:20]([O:22][C:23](=[O:30])[C@@H:24]1[CH2:28][CH2:27][C@H:26]([CH3:29])[NH:25]1)[CH3:21].C(N(CC)CC)C.